From a dataset of Full USPTO retrosynthesis dataset with 1.9M reactions from patents (1976-2016). Predict the reactants needed to synthesize the given product. Given the product [NH2:1][C:2]1[CH:9]=[CH:8][C:5]([C:6]#[N:7])=[C:4]([CH:11]2[CH2:13][CH2:12]2)[N:3]=1, predict the reactants needed to synthesize it. The reactants are: [NH2:1][C:2]1[CH:9]=[CH:8][C:5]([C:6]#[N:7])=[C:4](Cl)[N:3]=1.[CH:11]1(B(O)O)[CH2:13][CH2:12]1.[O-]P([O-])([O-])=O.[K+].[K+].[K+].C1(P(C2CCCCC2)C2CCCCC2)CCCCC1.